This data is from Full USPTO retrosynthesis dataset with 1.9M reactions from patents (1976-2016). The task is: Predict the reactants needed to synthesize the given product. (1) Given the product [C:1]([O:5][C:6]([N:8]1[CH2:9][CH2:10][CH:11]([O:14][C:15]2[CH:20]=[CH:19][C:18]([NH:21][C:22]3[C:33]4[CH:32]=[C:31]([C:34]([O:36][CH3:37])=[O:35])[CH2:30][CH2:29][CH2:28][NH:27][C:26]=4[N:25]=[CH:24][N:23]=3)=[CH:17][C:16]=2[Cl:47])[CH2:12][CH2:13]1)=[O:7])([CH3:4])([CH3:3])[CH3:2], predict the reactants needed to synthesize it. The reactants are: [C:1]([O:5][C:6]([N:8]1[CH2:13][CH2:12][CH:11]([O:14][C:15]2[CH:20]=[CH:19][C:18]([NH:21][C:22]3[C:33]4[CH:32]=[C:31]([C:34]([O:36][CH3:37])=[O:35])[CH2:30][CH2:29][CH2:28][N:27](CC5C=CC(OC)=CC=5)[C:26]=4[N:25]=[CH:24][N:23]=3)=[CH:17][C:16]=2[Cl:47])[CH2:10][CH2:9]1)=[O:7])([CH3:4])([CH3:3])[CH3:2].FC(F)(F)C(O)=O.ClCCCl.C(OC(OC(C)(C)C)=O)(OC(C)(C)C)=O. (2) Given the product [CH2:10]([O:9][C:3]1[CH:4]=[CH:5][C:6]([F:8])=[CH:7][C:2]=1[OH:18])[CH3:11], predict the reactants needed to synthesize it. The reactants are: Br[C:2]1[CH:7]=[C:6]([F:8])[CH:5]=[CH:4][C:3]=1[O:9][CH2:10][CH3:11].[Li]CCCC.C[O:18]B(OC)OC.OO. (3) Given the product [CH3:7][O:8][C:9]1[CH:16]=[C:15]([O:17][CH3:18])[CH:14]=[CH:13][C:10]=1[CH2:11][NH:1][C:2]1[S:3][CH:4]=[N:5][N:6]=1, predict the reactants needed to synthesize it. The reactants are: [NH2:1][C:2]1[S:3][CH:4]=[N:5][N:6]=1.[CH3:7][O:8][C:9]1[CH:16]=[C:15]([O:17][CH3:18])[CH:14]=[CH:13][C:10]=1[CH:11]=O.C(O[BH-](OC(=O)C)OC(=O)C)(=O)C.[Na+]. (4) Given the product [C:1]([O:5][C:6](=[O:7])[NH:8][CH2:9][C:10](=[O:12])[NH2:14])([CH3:4])([CH3:3])[CH3:2], predict the reactants needed to synthesize it. The reactants are: [C:1]([O:5][C:6]([NH:8][CH2:9][C:10]([OH:12])=O)=[O:7])([CH3:4])([CH3:3])[CH3:2].O[N:14]1C2C=CC=CC=2N=N1.CCN=C=NCCCN(C)C.N. (5) The reactants are: [CH:1]1([C:6]2[C:7]([O:15][CH2:16][C:17]([F:20])([F:19])[F:18])=[N:8][CH:9]=[C:10]([CH:14]=2)[C:11]([OH:13])=O)[CH2:5][CH2:4][CH2:3][CH2:2]1.[N:21]1[CH:26]=[CH:25][CH:24]=[C:23]([NH2:27])[N:22]=1. Given the product [CH:1]1([C:6]2[C:7]([O:15][CH2:16][C:17]([F:20])([F:19])[F:18])=[N:8][CH:9]=[C:10]([CH:14]=2)[C:11]([NH:27][C:23]2[N:22]=[N:21][CH:26]=[CH:25][CH:24]=2)=[O:13])[CH2:2][CH2:3][CH2:4][CH2:5]1, predict the reactants needed to synthesize it.